This data is from Forward reaction prediction with 1.9M reactions from USPTO patents (1976-2016). The task is: Predict the product of the given reaction. Given the reactants [C:1]([O:5][C:6]([N:8]1[CH2:13][CH2:12][N:11]([C:14]2[S:15][CH:16]=[C:17]([CH2:19]O)[N:18]=2)[CH2:10][CH2:9]1)=[O:7])([CH3:4])([CH3:3])[CH3:2].CCN(C(C)C)C(C)C.CS([Cl:34])(=O)=O, predict the reaction product. The product is: [C:1]([O:5][C:6]([N:8]1[CH2:13][CH2:12][N:11]([C:14]2[S:15][CH:16]=[C:17]([CH2:19][Cl:34])[N:18]=2)[CH2:10][CH2:9]1)=[O:7])([CH3:4])([CH3:3])[CH3:2].